This data is from Catalyst prediction with 721,799 reactions and 888 catalyst types from USPTO. The task is: Predict which catalyst facilitates the given reaction. (1) Reactant: Br[C:2]1[CH:3]=[C:4]([NH:9][C:10]2[N:15]=[C:14]([CH:16]([F:18])[F:17])[C:13]([F:19])=[CH:12][N:11]=2)[CH:5]=[C:6]([CH3:8])[CH:7]=1.[B:20]1([B:20]2[O:24][C:23]([CH3:26])([CH3:25])[C:22]([CH3:28])([CH3:27])[O:21]2)[O:24][C:23]([CH3:26])([CH3:25])[C:22]([CH3:28])([CH3:27])[O:21]1.C([O-])(=O)C.[K+]. Product: [F:17][CH:16]([F:18])[C:14]1[C:13]([F:19])=[CH:12][N:11]=[C:10]([NH:9][C:4]2[CH:3]=[C:2]([B:20]3[O:24][C:23]([CH3:26])([CH3:25])[C:22]([CH3:28])([CH3:27])[O:21]3)[CH:7]=[C:6]([CH3:8])[CH:5]=2)[N:15]=1. The catalyst class is: 819. (2) Reactant: [CH2:1]([O:8][C:9](Cl)=[O:10])[C:2]1[CH:7]=[CH:6][CH:5]=[CH:4][CH:3]=1.[NH2:12][CH2:13][C:14]1[CH:21]=[CH:20][C:17]([CH2:18][NH2:19])=[CH:16][CH:15]=1.C(N(CC)CC)C. Product: [CH2:1]([O:8][C:9](=[O:10])[NH:12][CH2:13][C:14]1[CH:21]=[CH:20][C:17]([CH2:18][NH2:19])=[CH:16][CH:15]=1)[C:2]1[CH:7]=[CH:6][CH:5]=[CH:4][CH:3]=1. The catalyst class is: 4. (3) Reactant: [OH-].[Li+].[OH:3][CH:4]([CH2:26][C:27]1[CH:32]=[CH:31][CH:30]=[C:29]([C:33]([F:36])([F:35])[F:34])[CH:28]=1)/[CH:5]=[CH:6]/[C@H:7]1[CH2:11][CH2:10][S:9](=[O:13])(=[O:12])[N:8]1[CH2:14][CH2:15][CH2:16][C:17]1[S:21][C:20]([C:22]([O:24]C)=[O:23])=[CH:19][CH:18]=1.C(O)(=O)C. Product: [OH:3][CH:4]([CH2:26][C:27]1[CH:32]=[CH:31][CH:30]=[C:29]([C:33]([F:34])([F:35])[F:36])[CH:28]=1)/[CH:5]=[CH:6]/[C@H:7]1[CH2:11][CH2:10][S:9](=[O:12])(=[O:13])[N:8]1[CH2:14][CH2:15][CH2:16][C:17]1[S:21][C:20]([C:22]([OH:24])=[O:23])=[CH:19][CH:18]=1. The catalyst class is: 90. (4) Reactant: [Br:1]N1C(=O)CCC1=O.[C:9]([O:13][CH:14]([C:19]1[N:20]=[C:21]([C:24]2[CH:29]=[CH:28][CH:27]=[CH:26][CH:25]=2)[S:22][CH:23]=1)[C:15]([O:17][CH3:18])=[O:16])([CH3:12])([CH3:11])[CH3:10].C(OCC)(=O)C. Product: [Br:1][C:23]1[S:22][C:21]([C:24]2[CH:29]=[CH:28][CH:27]=[CH:26][CH:25]=2)=[N:20][C:19]=1[CH:14]([O:13][C:9]([CH3:12])([CH3:10])[CH3:11])[C:15]([O:17][CH3:18])=[O:16]. The catalyst class is: 9. (5) Reactant: [N+:1]([O-:4])(O)=[O:2].[CH3:5][C:6]1[N:14]=[C:13]([CH3:15])[CH:12]=[C:11]([OH:16])[C:7]=1[C:8]([OH:10])=[O:9]. Product: [CH3:5][C:6]1[N:14]=[C:13]([CH3:15])[C:12]([N+:1]([O-:4])=[O:2])=[C:11]([OH:16])[C:7]=1[C:8]([OH:10])=[O:9]. The catalyst class is: 65. (6) Reactant: C(O[C:6](=O)[N:7]([CH2:9][CH2:10][N:11]1[CH2:16][CH2:15][N:14]([C:17]2[C:22]([C:23]3[CH:28]=[CH:27][C:26]([CH2:29][O:30][CH3:31])=[CH:25][CH:24]=3)=[N:21][CH:20]=[CH:19][N:18]=2)[CH2:13][CH2:12]1)C)(C)(C)C.FC(F)(F)C(O)=O. Product: [CH3:31][O:30][CH2:29][C:26]1[CH:25]=[CH:24][C:23]([C:22]2[C:17]([N:14]3[CH2:13][CH2:12][N:11]([CH2:10][CH2:9][NH:7][CH3:6])[CH2:16][CH2:15]3)=[N:18][CH:19]=[CH:20][N:21]=2)=[CH:28][CH:27]=1. The catalyst class is: 4. (7) Reactant: [CH3:1][C:2]1[CH:10]=[CH:9][C:5]([C:6](Cl)=O)=[CH:4][CH:3]=1.[CH3:11][C:12]1[CH:13]=[C:14]([NH2:19])[C:15]([NH2:18])=[CH:16][CH:17]=1.C(N(CC)CC)C. Product: [CH3:11][C:12]1[CH:17]=[CH:16][C:15]2[NH:18][C:6]([C:5]3[CH:9]=[CH:10][C:2]([CH3:1])=[CH:3][CH:4]=3)=[N:19][C:14]=2[CH:13]=1. The catalyst class is: 4. (8) Reactant: C(OC([N:8]1[CH2:12][CH2:11][CH:10]([NH:13][C:14]([C:16]2[N:17]([CH3:40])[N:18]=[CH:19][C:20]=2[NH:21][C:22]([C:24]2[C:29]([NH:30][C:31]3[CH:32]=[N:33][CH:34]=[N:35][CH:36]=3)=[N:28][CH:27]=[C:26]([CH:37]3[CH2:39][CH2:38]3)[N:25]=2)=[O:23])=[O:15])[CH2:9]1)=O)(C)(C)C.Cl. Product: [CH3:40][N:17]1[C:16]([C:14](=[O:15])[NH:13][CH:10]2[CH2:11][CH2:12][NH:8][CH2:9]2)=[C:20]([NH:21][C:22]([C:24]2[C:29]([NH:30][C:31]3[CH:36]=[N:35][CH:34]=[N:33][CH:32]=3)=[N:28][CH:27]=[C:26]([CH:37]3[CH2:39][CH2:38]3)[N:25]=2)=[O:23])[CH:19]=[N:18]1. The catalyst class is: 12.